Predict the product of the given reaction. From a dataset of Forward reaction prediction with 1.9M reactions from USPTO patents (1976-2016). (1) Given the reactants Cl[C:2]1[N:3]=[C:4]([N:21]2[CH2:26][CH2:25][O:24][CH2:23][CH2:22]2)[C:5]2[N:10]=[C:9]([C:11]3[CH:16]=[CH:15][CH:14]=[C:13]([S:17]([CH3:20])(=[O:19])=[O:18])[CH:12]=3)[S:8][C:6]=2[N:7]=1.CC1(C)C(C)(C)OB([C:35]2[CH:36]=[C:37]3[CH:43]=[CH:42][NH:41][C:38]3=[N:39][CH:40]=2)O1, predict the reaction product. The product is: [CH3:20][S:17]([C:13]1[CH:12]=[C:11]([C:9]2[S:8][C:6]3[N:7]=[C:2]([C:35]4[CH:36]=[C:37]5[CH:43]=[CH:42][NH:41][C:38]5=[N:39][CH:40]=4)[N:3]=[C:4]([N:21]4[CH2:26][CH2:25][O:24][CH2:23][CH2:22]4)[C:5]=3[N:10]=2)[CH:16]=[CH:15][CH:14]=1)(=[O:19])=[O:18]. (2) Given the reactants C([O:5][C:6](=[O:40])[CH2:7][CH2:8][CH2:9][N:10]([CH2:12][C@@H:13]([O:15][C:16]1[C:17]2[C:24]([C:25]3[CH:30]=[CH:29][C:28]([O:31][CH3:32])=[CH:27][CH:26]=3)=[C:23]([C:33]3[CH:38]=[CH:37][CH:36]=[CH:35][C:34]=3[F:39])[O:22][C:18]=2[N:19]=[CH:20][N:21]=1)[CH3:14])[CH3:11])(C)(C)C, predict the reaction product. The product is: [F:39][C:34]1[CH:35]=[CH:36][CH:37]=[CH:38][C:33]=1[C:23]1[O:22][C:18]2[N:19]=[CH:20][N:21]=[C:16]([O:15][C@@H:13]([CH3:14])[CH2:12][N:10]([CH3:11])[CH2:9][CH2:8][CH2:7][C:6]([OH:40])=[O:5])[C:17]=2[C:24]=1[C:25]1[CH:26]=[CH:27][C:28]([O:31][CH3:32])=[CH:29][CH:30]=1. (3) Given the reactants [N+:1]([CH3:4])([O-:3])=[O:2].[CH3:5][C:6]([CH3:10])([CH3:9])[CH:7]=[O:8].C(N(CC)CC)C, predict the reaction product. The product is: [CH3:5][C:6]([CH3:10])([CH3:9])[CH:7]([OH:8])[CH2:4][N+:1]([O-:3])=[O:2]. (4) The product is: [C:32]([C:29]1[CH:28]=[CH:27][C:26]([C:25]([NH:24][C:20]2[CH:19]=[C:18]([C:16]3[N:17]=[C:12]([NH:11][C:8]4[CH:9]=[CH:10][C:5]([C:4]([OH:40])=[O:3])=[CH:6][CH:7]=4)[C:13]4[N:14]([CH:37]=[CH:38][N:39]=4)[CH:15]=3)[CH:23]=[CH:22][CH:21]=2)=[O:36])=[CH:31][CH:30]=1)([CH3:35])([CH3:33])[CH3:34]. Given the reactants C([O:3][C:4](=[O:40])[C:5]1[CH:10]=[CH:9][C:8]([NH:11][C:12]2[C:13]3[N:14]([CH:37]=[CH:38][N:39]=3)[CH:15]=[C:16]([C:18]3[CH:23]=[CH:22][CH:21]=[C:20]([NH:24][C:25](=[O:36])[C:26]4[CH:31]=[CH:30][C:29]([C:32]([CH3:35])([CH3:34])[CH3:33])=[CH:28][CH:27]=4)[CH:19]=3)[N:17]=2)=[CH:7][CH:6]=1)C.[OH-].[Na+], predict the reaction product.